Dataset: Forward reaction prediction with 1.9M reactions from USPTO patents (1976-2016). Task: Predict the product of the given reaction. (1) Given the reactants C(OC([N:8]1[CH2:12][CH2:11][S:10][C@H:9]1[C:13]([O:15][C@H:16]([C:27]1[CH:32]=[CH:31][C:30]([O:33][CH:34]([F:36])[F:35])=[C:29]([O:37][CH3:38])[CH:28]=1)[CH2:17][C:18]1[C:23]([Cl:24])=[CH:22][N+:21]([O-:25])=[CH:20][C:19]=1[Cl:26])=[O:14])=O)(C)(C)C.Cl, predict the reaction product. The product is: [ClH:24].[Cl:26][C:19]1[CH:20]=[N+:21]([O-:25])[CH:22]=[C:23]([Cl:24])[C:18]=1[CH2:17][C@@H:16]([C:27]1[CH:32]=[CH:31][C:30]([O:33][CH:34]([F:36])[F:35])=[C:29]([O:37][CH3:38])[CH:28]=1)[O:15][C:13]([C@H:9]1[NH:8][CH2:12][CH2:11][S:10]1)=[O:14]. (2) Given the reactants [Cl-].[CH3:2][O:3][CH2:4][P+](C1C=CC=CC=1)(C1C=CC=CC=1)C1C=CC=CC=1.C1([Li])C=CC=CC=1.[Cl:31][C:32]1[CH:37]=[CH:36][N:35]=[C:34]([C:38]([CH:40]2[CH2:42][CH2:41]2)=O)[C:33]=1[O:43][CH:44]([F:46])[F:45], predict the reaction product. The product is: [Cl:31][C:32]1[CH:37]=[CH:36][N:35]=[C:34]([C:38]([CH:40]2[CH2:42][CH2:41]2)=[CH:2][O:3][CH3:4])[C:33]=1[O:43][CH:44]([F:46])[F:45]. (3) Given the reactants [F:1][C:2]([F:16])([C:6]1[CH:11]=[CH:10][C:9]([S:12]([CH3:15])(=[O:14])=[O:13])=[CH:8][CH:7]=1)[C:3]([OH:5])=O.P(Cl)(Cl)(Cl)=O.Cl.[NH2:23][CH2:24][C:25]1[CH:26]=[C:27]2[C:31](=[CH:32][CH:33]=1)[C:30](=[O:34])[N:29]([CH:35]1[CH2:40][CH2:39][C:38](=[O:41])[NH:37][C:36]1=[O:42])[CH2:28]2.C(=O)(O)[O-].[Na+], predict the reaction product. The product is: [O:42]=[C:36]1[CH:35]([N:29]2[CH2:28][C:27]3[C:31](=[CH:32][CH:33]=[C:25]([CH2:24][NH:23][C:3](=[O:5])[C:2]([F:1])([F:16])[C:6]4[CH:11]=[CH:10][C:9]([S:12]([CH3:15])(=[O:14])=[O:13])=[CH:8][CH:7]=4)[CH:26]=3)[C:30]2=[O:34])[CH2:40][CH2:39][C:38](=[O:41])[NH:37]1. (4) Given the reactants C(OC([NH:11][CH:12]([C:27]1[N:28]([C:38]([O:40][C:41]([CH3:44])([CH3:43])[CH3:42])=[O:39])[CH:29]=[C:30]([CH2:32][C:33]([CH3:37])([CH3:36])[CH2:34][CH3:35])[N:31]=1)[CH2:13][C:14]1[CH:19]=[CH:18][C:17]([C:20]2[CH:25]=[CH:24][C:23]([F:26])=[CH:22][N:21]=2)=[CH:16][CH:15]=1)=O)C1C=CC=CC=1, predict the reaction product. The product is: [NH2:11][CH:12]([C:27]1[N:28]([C:38]([O:40][C:41]([CH3:42])([CH3:44])[CH3:43])=[O:39])[CH:29]=[C:30]([CH2:32][C:33]([CH3:36])([CH3:37])[CH2:34][CH3:35])[N:31]=1)[CH2:13][C:14]1[CH:19]=[CH:18][C:17]([C:20]2[CH:25]=[CH:24][C:23]([F:26])=[CH:22][N:21]=2)=[CH:16][CH:15]=1. (5) Given the reactants C([CH:3]([C:7](=[O:11])[CH:8]([CH3:10])[CH3:9])[C:4]([OH:6])=[O:5])C.Cl.[Cl-].[Na+], predict the reaction product. The product is: [CH3:9][CH:8]([CH3:10])[C:7](=[O:11])[CH2:3][C:4]([OH:6])=[O:5]. (6) The product is: [CH2:1]([O:8][C@@H:9]1[C@@H:14]([O:15][CH2:16][C:17]2[CH:22]=[CH:21][CH:20]=[CH:19][CH:18]=2)[C@@H:13]([O:23][CH2:24][C:25]2[CH:30]=[CH:29][CH:28]=[CH:27][CH:26]=2)[C@@H:12]([CH2:31][O:32][CH2:33][C:34]2[CH:39]=[CH:38][CH:37]=[CH:36][CH:35]=2)[O:11][C@:10]21[C:47]1[CH:46]=[C:45]3[C:48]([CH2:41][C:42]4[CH:47]=[CH:46][C:45]([CH2:48][CH3:49])=[CH:44][CH:43]=4)=[CH:49][S:50][C:44]3=[CH:43][C:42]=1[CH2:41][O:40]2)[C:2]1[CH:7]=[CH:6][CH:5]=[CH:4][CH:3]=1. Given the reactants [CH2:1]([O:8][C@@H:9]1[C@@H:14]([O:15][CH2:16][C:17]2[CH:22]=[CH:21][CH:20]=[CH:19][CH:18]=2)[C@@H:13]([O:23][CH2:24][C:25]2[CH:30]=[CH:29][CH:28]=[CH:27][CH:26]=2)[C@@H:12]([CH2:31][O:32][CH2:33][C:34]2[CH:39]=[CH:38][CH:37]=[CH:36][CH:35]=2)[O:11][C@:10]21[C:47]1[CH:46]=[C:45]3[C:48](I)=[CH:49][S:50][C:44]3=[CH:43][C:42]=1[CH2:41][O:40]2)[C:2]1[CH:7]=[CH:6][CH:5]=[CH:4][CH:3]=1.C(=O)([O-])[O-].[K+].[K+], predict the reaction product. (7) Given the reactants [H-].[Na+].[C:3]1([CH:9]([C:31]2[CH:36]=[CH:35][CH:34]=[CH:33][CH:32]=2)[N:10]2[CH2:15][CH2:14][CH:13]([CH2:16][CH2:17][CH2:18][CH2:19][NH:20][C:21](=[O:30])[CH2:22][CH2:23][C:24]3[CH:25]=[N:26][CH:27]=[CH:28][CH:29]=3)[CH2:12][CH2:11]2)[CH:8]=[CH:7][CH:6]=[CH:5][CH:4]=1.[CH2:37](I)[CH3:38], predict the reaction product. The product is: [C:31]1([CH:9]([C:3]2[CH:4]=[CH:5][CH:6]=[CH:7][CH:8]=2)[N:10]2[CH2:15][CH2:14][CH:13]([CH2:16][CH2:17][CH2:18][CH2:19][N:20]([CH2:37][CH3:38])[C:21](=[O:30])[CH2:22][CH2:23][C:24]3[CH:25]=[N:26][CH:27]=[CH:28][CH:29]=3)[CH2:12][CH2:11]2)[CH:32]=[CH:33][CH:34]=[CH:35][CH:36]=1. (8) Given the reactants [CH2:1]([O:3][CH2:4][C@@H:5]1[CH2:9][O:8][C:7](=[O:10])[N:6]1[C:11]1[CH:16]=[CH:15][C:14]([C:17]([N:19]2[CH2:24][CH2:23][NH:22][CH2:21][CH2:20]2)=[O:18])=[C:13]([F:25])[CH:12]=1)[CH3:2].Cl[C:27]1[C:32]([Cl:33])=[CH:31][C:30]([Cl:34])=[CH:29][N:28]=1, predict the reaction product. The product is: [Cl:33][C:32]1[C:27]([N:22]2[CH2:23][CH2:24][N:19]([C:17]([C:14]3[CH:15]=[CH:16][C:11]([N:6]4[C@H:5]([CH2:4][O:3][CH2:1][CH3:2])[CH2:9][O:8][C:7]4=[O:10])=[CH:12][C:13]=3[F:25])=[O:18])[CH2:20][CH2:21]2)=[N:28][CH:29]=[C:30]([Cl:34])[CH:31]=1. (9) Given the reactants Cl.[C:2]([C:4]1[C:5](O)=[C:6]([C:10]2[N:20]=[CH:19][CH:18]=[CH:17][C:11]=2[C:12]([O:14][CH2:15][CH3:16])=[O:13])[CH:7]=[CH:8][CH:9]=1)#[N:3].CS([O:26][CH2:27][CH2:28][C:29]1[CH:34]=[CH:33][CH:32]=[CH:31][C:30]=1[CH3:35])(=O)=O.C(=O)([O-])[O-].[K+].[K+], predict the reaction product. The product is: [C:2]([C:4]1[CH:5]=[C:6]([C:10]2[N:20]=[CH:19][CH:18]=[CH:17][C:11]=2[C:12]([O:14][CH2:15][CH3:16])=[O:13])[CH:7]=[CH:8][C:9]=1[O:26][CH2:27][CH2:28][C:29]1[CH:34]=[CH:33][CH:32]=[CH:31][C:30]=1[CH3:35])#[N:3]. (10) Given the reactants [NH2:1][C:2]1[C:10]2[C:5](=[CH:6][CH:7]=[C:8]([CH:11]3[C:16]([C:17]#[N:18])=[C:15]([CH3:19])[NH:14][C:13]([CH3:20])=[C:12]3[C:21]#[N:22])[CH:9]=2)[N:4]([C:23]([O:25][C:26]([CH3:29])([CH3:28])[CH3:27])=[O:24])[N:3]=1.[F:30][C:31]1[CH:36]=[CH:35][C:34]([CH2:37][S:38](Cl)(=[O:40])=[O:39])=[CH:33][CH:32]=1.C(N(CC)CC)C, predict the reaction product. The product is: [C:21]([C:12]1[CH:11]([C:8]2[CH:9]=[C:10]3[C:5](=[CH:6][CH:7]=2)[N:4]([C:23]([O:25][C:26]([CH3:29])([CH3:28])[CH3:27])=[O:24])[N:3]=[C:2]3[NH:1][S:38]([CH2:37][C:34]2[CH:35]=[CH:36][C:31]([F:30])=[CH:32][CH:33]=2)(=[O:39])=[O:40])[C:16]([C:17]#[N:18])=[C:15]([CH3:19])[NH:14][C:13]=1[CH3:20])#[N:22].